From a dataset of Forward reaction prediction with 1.9M reactions from USPTO patents (1976-2016). Predict the product of the given reaction. (1) Given the reactants [N:1]1[N:2]=[C:3]([C:10]2[CH:19]=[CH:18][C:17]3[C:12](=[C:13]([O:21][C@H:22]4[C@@H:28]([F:29])[CH2:27][CH2:26][N:25](C(OC(C)(C)C)=O)[CH2:24][CH2:23]4)[CH:14]=[C:15]([F:20])[CH:16]=3)[N:11]=2)[N:4]2[CH:9]=[CH:8][CH:7]=[CH:6][C:5]=12.Cl, predict the reaction product. The product is: [N:1]1[N:2]=[C:3]([C:10]2[CH:19]=[CH:18][C:17]3[C:12](=[C:13]([O:21][C@H:22]4[C@@H:28]([F:29])[CH2:27][CH2:26][NH:25][CH2:24][CH2:23]4)[CH:14]=[C:15]([F:20])[CH:16]=3)[N:11]=2)[N:4]2[CH:9]=[CH:8][CH:7]=[CH:6][C:5]=12. (2) Given the reactants [CH:1]([C:4]1[N:8]([C:9]2[N:10]=[C:11]([N:31]3[CH2:36][CH2:35][O:34][CH2:33][CH2:32]3)[C:12]3[N:18]=[C:17]([CH:19]=[C:20]4[CH2:23][N:22]([C:24]([O:26][C:27]([CH3:30])([CH3:29])[CH3:28])=[O:25])[CH2:21]4)[CH:16]=[CH:15][C:13]=3[N:14]=2)[C:7]2[CH:37]=[CH:38][CH:39]=[CH:40][C:6]=2[N:5]=1)([CH3:3])[CH3:2], predict the reaction product. The product is: [CH:1]([C:4]1[N:8]([C:9]2[N:10]=[C:11]([N:31]3[CH2:36][CH2:35][O:34][CH2:33][CH2:32]3)[C:12]3[N:18]=[C:17]([CH2:19][CH:20]4[CH2:21][N:22]([C:24]([O:26][C:27]([CH3:30])([CH3:29])[CH3:28])=[O:25])[CH2:23]4)[CH:16]=[CH:15][C:13]=3[N:14]=2)[C:7]2[CH:37]=[CH:38][CH:39]=[CH:40][C:6]=2[N:5]=1)([CH3:3])[CH3:2].